Dataset: NCI-60 drug combinations with 297,098 pairs across 59 cell lines. Task: Regression. Given two drug SMILES strings and cell line genomic features, predict the synergy score measuring deviation from expected non-interaction effect. (1) Drug 1: CC1=C(C(=CC=C1)Cl)NC(=O)C2=CN=C(S2)NC3=CC(=NC(=N3)C)N4CCN(CC4)CCO. Drug 2: CC1=C(C(=O)C2=C(C1=O)N3CC4C(C3(C2COC(=O)N)OC)N4)N. Cell line: CAKI-1. Synergy scores: CSS=47.1, Synergy_ZIP=-1.14, Synergy_Bliss=2.97, Synergy_Loewe=1.27, Synergy_HSA=2.44. (2) Drug 1: CC1=C(C=C(C=C1)C(=O)NC2=CC(=CC(=C2)C(F)(F)F)N3C=C(N=C3)C)NC4=NC=CC(=N4)C5=CN=CC=C5. Drug 2: CC1CCCC2(C(O2)CC(NC(=O)CC(C(C(=O)C(C1O)C)(C)C)O)C(=CC3=CSC(=N3)C)C)C. Cell line: OVCAR-8. Synergy scores: CSS=39.2, Synergy_ZIP=2.81, Synergy_Bliss=-0.509, Synergy_Loewe=-30.2, Synergy_HSA=-1.76. (3) Drug 1: CNC(=O)C1=CC=CC=C1SC2=CC3=C(C=C2)C(=NN3)C=CC4=CC=CC=N4. Drug 2: CC12CCC3C(C1CCC2=O)CC(=C)C4=CC(=O)C=CC34C. Cell line: SK-MEL-5. Synergy scores: CSS=3.53, Synergy_ZIP=1.94, Synergy_Bliss=-0.986, Synergy_Loewe=-13.2, Synergy_HSA=-5.97. (4) Drug 1: C1C(C(OC1N2C=NC3=C(N=C(N=C32)Cl)N)CO)O. Drug 2: CCN(CC)CCCC(C)NC1=C2C=C(C=CC2=NC3=C1C=CC(=C3)Cl)OC. Cell line: HS 578T. Synergy scores: CSS=11.0, Synergy_ZIP=-4.32, Synergy_Bliss=-0.381, Synergy_Loewe=-5.65, Synergy_HSA=0.114. (5) Cell line: MCF7. Synergy scores: CSS=6.92, Synergy_ZIP=-1.17, Synergy_Bliss=4.36, Synergy_Loewe=-0.811, Synergy_HSA=4.23. Drug 1: CC(C1=C(C=CC(=C1Cl)F)Cl)OC2=C(N=CC(=C2)C3=CN(N=C3)C4CCNCC4)N. Drug 2: C1CC(=O)NC(=O)C1N2CC3=C(C2=O)C=CC=C3N. (6) Drug 2: B(C(CC(C)C)NC(=O)C(CC1=CC=CC=C1)NC(=O)C2=NC=CN=C2)(O)O. Drug 1: COC1=NC(=NC2=C1N=CN2C3C(C(C(O3)CO)O)O)N. Synergy scores: CSS=75.6, Synergy_ZIP=-1.08, Synergy_Bliss=-0.993, Synergy_Loewe=-1.39, Synergy_HSA=0.272. Cell line: MOLT-4. (7) Drug 1: C1CCN(CC1)CCOC2=CC=C(C=C2)C(=O)C3=C(SC4=C3C=CC(=C4)O)C5=CC=C(C=C5)O. Drug 2: COC1=NC(=NC2=C1N=CN2C3C(C(C(O3)CO)O)O)N. Cell line: SF-295. Synergy scores: CSS=-0.348, Synergy_ZIP=-0.159, Synergy_Bliss=-3.05, Synergy_Loewe=-2.89, Synergy_HSA=-3.53. (8) Drug 1: CC12CCC3C(C1CCC2OP(=O)(O)O)CCC4=C3C=CC(=C4)OC(=O)N(CCCl)CCCl.[Na+]. Drug 2: CC1C(C(CC(O1)OC2CC(CC3=C2C(=C4C(=C3O)C(=O)C5=CC=CC=C5C4=O)O)(C(=O)C)O)N)O. Cell line: HS 578T. Synergy scores: CSS=65.5, Synergy_ZIP=19.4, Synergy_Bliss=21.2, Synergy_Loewe=-45.1, Synergy_HSA=20.8. (9) Drug 1: CS(=O)(=O)OCCCCOS(=O)(=O)C. Drug 2: C1CCC(C(C1)N)N.C(=O)(C(=O)[O-])[O-].[Pt+4]. Cell line: RXF 393. Synergy scores: CSS=5.51, Synergy_ZIP=-3.32, Synergy_Bliss=-3.77, Synergy_Loewe=-7.33, Synergy_HSA=-2.84. (10) Drug 1: CCN(CC)CCNC(=O)C1=C(NC(=C1C)C=C2C3=C(C=CC(=C3)F)NC2=O)C. Drug 2: C(=O)(N)NO. Cell line: SF-295. Synergy scores: CSS=-0.607, Synergy_ZIP=0.377, Synergy_Bliss=-0.685, Synergy_Loewe=0.323, Synergy_HSA=-3.03.